Dataset: Reaction yield outcomes from USPTO patents with 853,638 reactions. Task: Predict the reaction yield, written as a fraction of the theoretical maximum amount of product (1.0 means a 100% yield; for example, 0.34 means a 34% yield). (1) The reactants are [F:1][C:2]1[CH:7]=[CH:6][CH:5]=[CH:4][C:3]=1[C:8]1[C:12]([C:13]([OH:15])=O)=[C:11]([CH3:16])[O:10][N:9]=1.Cl.C(N=C=NCCCN(C)C)C.OC1C2N=NNC=2C=CC=1.[N:39]1([C:45]2[CH:50]=[CH:49][CH:48]=[CH:47][C:46]=2[OH:51])[CH2:44][CH2:43][NH:42][CH2:41][CH2:40]1. No catalyst specified. The product is [F:1][C:2]1[CH:7]=[CH:6][CH:5]=[CH:4][C:3]=1[C:8]1[C:12]([C:13]([N:42]2[CH2:41][CH2:40][N:39]([C:45]3[CH:50]=[CH:49][CH:48]=[CH:47][C:46]=3[OH:51])[CH2:44][CH2:43]2)=[O:15])=[C:11]([CH3:16])[O:10][N:9]=1. The yield is 0.620. (2) The reactants are [OH:1][CH2:2][C@H:3]1[C@H:9]([C:10]2[CH:15]=[CH:14][C:13]([Cl:16])=[C:12]([Cl:17])[CH:11]=2)[CH2:8][C@@H:7]2[N:18]([CH3:19])[C@H:4]1[CH2:5][CH2:6]2.[C:20]([OH:32])(=[O:31])[CH2:21][C:22]([CH2:27][C:28]([OH:30])=[O:29])([C:24]([OH:26])=[O:25])[OH:23]. The catalyst is C(O)C. The product is [C:20]([OH:32])(=[O:31])[CH2:21][C:22]([CH2:27][C:28]([OH:30])=[O:29])([C:24]([OH:26])=[O:25])[OH:23].[CH2:20]([O:1][CH2:2][C@H:3]1[C@H:9]([C:10]2[CH:15]=[CH:14][C:13]([Cl:16])=[C:12]([Cl:17])[CH:11]=2)[CH2:8][C@@H:7]2[N:18]([CH3:19])[C@H:4]1[CH2:5][CH2:6]2)[CH3:21]. The yield is 0.110. (3) The reactants are C(O[C:4](=O)[O:5][C:6]1[C:15]2[C:16](=[O:29])[N:17]([CH2:20][CH2:21][C:22]3[CH:27]=[CH:26][C:25]([F:28])=[CH:24][CH:23]=3)[C:18](=[O:19])[C:14]=2[C:13]([O:30][CH:31]([C:38]2[CH:43]=[CH:42][CH:41]=[CH:40][CH:39]=2)[C:32]2[CH:37]=[CH:36][CH:35]=[CH:34][CH:33]=2)=[C:12]2[C:7]=1[CH:8]=[CH:9][CH:10]=[N:11]2)C.O.C(=O)([O-])[O-].[K+].[K+].IC. The catalyst is O1CCCC1.C(OCC)(=O)C. The product is [CH:31]([O:30][C:13]1[C:14]2[C:18](=[O:19])[N:17]([CH2:20][CH2:21][C:22]3[CH:23]=[CH:24][C:25]([F:28])=[CH:26][CH:27]=3)[C:16](=[O:29])[C:15]=2[C:6]([O:5][CH3:4])=[C:7]2[C:12]=1[N:11]=[CH:10][CH:9]=[CH:8]2)([C:32]1[CH:37]=[CH:36][CH:35]=[CH:34][CH:33]=1)[C:38]1[CH:43]=[CH:42][CH:41]=[CH:40][CH:39]=1. The yield is 1.00. (4) The reactants are [Br:1][CH2:2][CH2:3][CH2:4][CH2:5][CH2:6][CH2:7][CH2:8][CH2:9][CH2:10][C:11]([OH:13])=[O:12].[C:14]1([P:20]([C:27]2[CH:32]=[CH:31][CH:30]=[CH:29][CH:28]=2)[C:21]2[CH:26]=[CH:25][CH:24]=[CH:23][CH:22]=2)[CH:19]=[CH:18][CH:17]=[CH:16][CH:15]=1. No catalyst specified. The product is [Br-:1].[C:11]([CH2:10][CH2:9][CH2:8][CH2:7][CH2:6][CH2:5][CH2:4][CH2:3][CH2:2][P+:20]([C:21]1[CH:22]=[CH:23][CH:24]=[CH:25][CH:26]=1)([C:27]1[CH:32]=[CH:31][CH:30]=[CH:29][CH:28]=1)[C:14]1[CH:15]=[CH:16][CH:17]=[CH:18][CH:19]=1)([OH:13])=[O:12]. The yield is 1.00. (5) The reactants are [CH3:1][O:2][C:3]1[CH:8]=[CH:7][CH:6]=[CH:5][C:4]=1[N:9]1[CH2:15][CH2:14][CH2:13][CH2:12][C@H:11]([NH:16]C(=O)OC(C)(C)C)[C:10]1=[O:24].[C:25]([OH:31])([C:27]([F:30])([F:29])[F:28])=[O:26]. The catalyst is C(Cl)Cl. The product is [F:28][C:27]([F:30])([F:29])[C:25]([OH:31])=[O:26].[NH2:16][C@H:11]1[CH2:12][CH2:13][CH2:14][CH2:15][N:9]([C:4]2[CH:5]=[CH:6][CH:7]=[CH:8][C:3]=2[O:2][CH3:1])[C:10]1=[O:24]. The yield is 1.00. (6) The reactants are C1([C:4]2[C:13]3[C:8](=[CH:9][CH:10]=[CH:11][CH:12]=3)[C:7]([N:14]=[C:15]=S)=[CH:6][CH:5]=2)CC1.[C:17](=[O:20])([O-])[O-].[K+].[K+].[CH2:23](Br)[C:24]1[CH:29]=[CH:28][CH:27]=[CH:26][CH:25]=1.C(O[CH2:35][CH3:36])(=O)C. The catalyst is CC(C)=O. The product is [CH2:23]([N:14]([CH2:15][C:36]1[CH:35]=[CH:6][CH:5]=[CH:4][CH:13]=1)[C:7]1[C:8]2[C:13](=[CH:12][CH:11]=[C:10]([O:20][CH3:17])[CH:9]=2)[CH:4]=[CH:5][CH:6]=1)[C:24]1[CH:29]=[CH:28][CH:27]=[CH:26][CH:25]=1. The yield is 0.830. (7) The yield is 0.710. The catalyst is C(Cl)Cl. The reactants are [Cl:1][C:2](Cl)([O:4]C(=O)OC(Cl)(Cl)Cl)Cl.[CH3:13][S:14]([N:17]1[CH2:22][CH2:21][NH:20][CH2:19][C@H:18]1[CH3:23])(=[O:16])=[O:15].N1C=CC=CC=1. The product is [CH3:13][S:14]([N:17]1[CH2:22][CH2:21][N:20]([C:2]([Cl:1])=[O:4])[CH2:19][C@H:18]1[CH3:23])(=[O:15])=[O:16]. (8) The reactants are [CH3:1][C:2]1[CH:7]=[C:6]([CH3:8])[N:5]=[C:4]([N:9]2[CH2:16][CH:15]3[CH:11]([CH2:12][NH:13][CH2:14]3)[CH2:10]2)[N:3]=1.[N:17]1[C:26]2[C:21](=[CH:22][CH:23]=[CH:24][C:25]=2[C:27](O)=[O:28])[CH:20]=[CH:19][CH:18]=1.CN(C(ON1N=NC2C=CC=NC1=2)=[N+](C)C)C.F[P-](F)(F)(F)(F)F.CCN(C(C)C)C(C)C. The catalyst is C(OCC)(=O)C.CN(C=O)C. The product is [CH3:1][C:2]1[CH:7]=[C:6]([CH3:8])[N:5]=[C:4]([N:9]2[CH2:16][CH:15]3[CH2:14][N:13]([C:27]([C:25]4[CH:24]=[CH:23][CH:22]=[C:21]5[C:26]=4[N:17]=[CH:18][CH:19]=[CH:20]5)=[O:28])[CH2:12][CH:11]3[CH2:10]2)[N:3]=1. The yield is 0.662. (9) The reactants are [Br:1][C:2]1[C:3]([N:12]2[CH2:17][CH2:16][N:15]([CH2:18][C:19]3[N:20]=[C:21]([CH3:24])[S:22][CH:23]=3)[CH2:14][CH2:13]2)=[C:4]([N+:9]([O-])=O)[C:5]([NH2:8])=[N:6][CH:7]=1.CCO.[N:28]1([C:33]2[CH:40]=[CH:39][C:36]([CH:37]=O)=[CH:35][CH:34]=2)[CH:32]=[CH:31][CH:30]=[N:29]1.[O-]S(S([O-])=O)=O.[Na+].[Na+]. The catalyst is C(Cl)Cl.N.CN(C=O)C. The product is [N:28]1([C:33]2[CH:40]=[CH:39][C:36]([C:37]3[NH:8][C:5]4=[N:6][CH:7]=[C:2]([Br:1])[C:3]([N:12]5[CH2:17][CH2:16][N:15]([CH2:18][C:19]6[N:20]=[C:21]([CH3:24])[S:22][CH:23]=6)[CH2:14][CH2:13]5)=[C:4]4[N:9]=3)=[CH:35][CH:34]=2)[CH:32]=[CH:31][CH:30]=[N:29]1. The yield is 0.250.